Dataset: Peptide-MHC class II binding affinity with 134,281 pairs from IEDB. Task: Regression. Given a peptide amino acid sequence and an MHC pseudo amino acid sequence, predict their binding affinity value. This is MHC class II binding data. The binding affinity (normalized) is 0. The peptide sequence is KEYTFPITLSSTSNP. The MHC is HLA-DQA10301-DQB10302 with pseudo-sequence HLA-DQA10301-DQB10302.